From a dataset of Reaction yield outcomes from USPTO patents with 853,638 reactions. Predict the reaction yield, written as a fraction of the theoretical maximum amount of product (1.0 means a 100% yield; for example, 0.34 means a 34% yield). The reactants are [Br:1][C:2]1[C:7](=[O:8])[N:6]([CH2:9][C:10]([NH:12][CH2:13][C:14]2[CH:19]=[CH:18][N:17]=[CH:16][CH:15]=2)=O)[N:5]=[CH:4][C:3]=1[NH:20][C@@H:21]1[CH2:26][C@@H:25]2[CH2:27][C@@H:23]([C:24]2([CH3:29])[CH3:28])[C@H:22]1[CH3:30].COC1C=CC(P2(SP(C3C=CC(OC)=CC=3)(=S)S2)=[S:40])=CC=1. The catalyst is C1(C)C=CC=CC=1. The product is [Br:1][C:2]1[C:7](=[O:8])[N:6]([CH2:9][C:10](=[S:40])[NH:12][CH2:13][C:14]2[CH:19]=[CH:18][N:17]=[CH:16][CH:15]=2)[N:5]=[CH:4][C:3]=1[NH:20][C@@H:21]1[CH2:26][C@@H:25]2[CH2:27][C@@H:23]([C:24]2([CH3:29])[CH3:28])[C@H:22]1[CH3:30]. The yield is 0.270.